This data is from Full USPTO retrosynthesis dataset with 1.9M reactions from patents (1976-2016). The task is: Predict the reactants needed to synthesize the given product. (1) Given the product [CH2:32]([O:31][C:29]([C:28]1[C:14]([C:15]2[CH:20]=[CH:19][C:18]([F:21])=[CH:17][CH:16]=2)=[C:11]2[N:12]([CH:27]=1)[CH:13]=[C:8]([C:7]([CH3:23])([CH3:22])[O:6][SiH2:5][C:1]([CH3:4])([CH3:2])[CH3:3])[CH:9]=[CH:10]2)=[O:30])[CH3:33], predict the reactants needed to synthesize it. The reactants are: [C:1]([SiH2:5][O:6][C:7]([CH3:23])([CH3:22])[C:8]1[CH:9]=[CH:10][C:11]([CH2:14][C:15]2[CH:20]=[CH:19][C:18]([F:21])=[CH:17][CH:16]=2)=[N:12][CH:13]=1)([CH3:4])([CH3:3])[CH3:2].N#N.Br[CH2:27][C:28](=O)[C:29]([O:31][CH2:32][CH3:33])=[O:30].C([O-])(O)=O.[Na+]. (2) Given the product [ClH:20].[NH2:7][CH2:8][C:9]1[C:10](=[O:18])[NH:11][C:12]([CH3:17])=[CH:13][C:14]=1[CH2:15][CH3:16], predict the reactants needed to synthesize it. The reactants are: C(OC(=O)[NH:7][CH2:8][C:9]1[C:10](=[O:18])[NH:11][C:12]([CH3:17])=[CH:13][C:14]=1[CH2:15][CH3:16])(C)(C)C.[ClH:20]. (3) Given the product [CH3:26][O:25][C:23]([C:22]1[CH:21]=[CH:20][C:19]([C:16]2[CH:17]=[CH:18][C:9]([CH2:8][CH2:7][C:6]([OH:29])=[O:5])=[C:10]3[C:15]=2[N:14]=[CH:13][CH:12]=[CH:11]3)=[CH:28][CH:27]=1)=[O:24], predict the reactants needed to synthesize it. The reactants are: C([O:5][C:6](=[O:29])[CH2:7][CH2:8][C:9]1[CH:18]=[CH:17][C:16]([C:19]2[CH:28]=[CH:27][C:22]([C:23]([O:25][CH3:26])=[O:24])=[CH:21][CH:20]=2)=[C:15]2[C:10]=1[CH:11]=[CH:12][CH:13]=[N:14]2)(C)(C)C.C([SiH](CC)CC)C. (4) Given the product [F:1][C:2]1[CH:10]=[CH:9][CH:8]=[C:7]2[C:3]=1[C:4](=[O:12])[N:19]([CH2:20][C:21]1[S:25][CH:24]=[N:23][CH:22]=1)[C:6]2=[O:11], predict the reactants needed to synthesize it. The reactants are: [F:1][C:2]1[CH:10]=[CH:9][CH:8]=[C:7]2[C:3]=1[C:4](=[O:12])O[C:6]2=[O:11].C(OC(=O)[NH:19][CH2:20][C:21]1[S:25][CH:24]=[N:23][CH:22]=1)(C)(C)C.